This data is from Forward reaction prediction with 1.9M reactions from USPTO patents (1976-2016). The task is: Predict the product of the given reaction. (1) Given the reactants [Br:1][C:2]1[CH:7]=[CH:6][CH:5]=[CH:4][C:3]=1[S:8](Cl)(=[O:10])=[O:9].[CH3:12][NH:13][CH3:14].N1C=CC=CC=1.CN(C=O)C, predict the reaction product. The product is: [Br:1][C:2]1[CH:7]=[CH:6][CH:5]=[CH:4][C:3]=1[S:8]([N:13]([CH3:14])[CH3:12])(=[O:10])=[O:9]. (2) Given the reactants [Cl:1][C:2]1[N:10]=[CH:9][N:8]=[C:7]2[C:3]=1[N:4]=[CH:5][N:6]2[C@H:11]1[C@@H:15]2[O:16][C:17]([CH3:20])([CH3:19])[O:18][C@@H:14]2[C@@H:13]([CH2:21][OH:22])[O:12]1.N1C=CC=CC=1.[C:29](OC(=O)C)(=[O:31])[CH3:30], predict the reaction product. The product is: [C:29]([O:22][CH2:21][C@@H:13]1[C@@H:14]2[C@@H:15]([O:16][C:17]([CH3:19])([CH3:20])[O:18]2)[C@H:11]([N:6]2[CH:5]=[N:4][C:3]3[C:7]2=[N:8][CH:9]=[N:10][C:2]=3[Cl:1])[O:12]1)(=[O:31])[CH3:30]. (3) Given the reactants [CH2:1]=[C:2]([CH3:4])[CH3:3].[C:5]([O:10][C:11]1[CH:16]=[CH:15][C:14]([OH:17])=[CH:13][CH:12]=1)(=[O:9])[C:6]([CH3:8])=[CH2:7].C1(C)C=CC=CC=1, predict the reaction product. The product is: [C:5]([O:10][C:11]1[CH:12]=[CH:13][C:14]([O:17][C:2]([CH3:4])([CH3:3])[CH3:1])=[CH:15][CH:16]=1)(=[O:9])[C:6]([CH3:8])=[CH2:7].